Dataset: NCI-60 drug combinations with 297,098 pairs across 59 cell lines. Task: Regression. Given two drug SMILES strings and cell line genomic features, predict the synergy score measuring deviation from expected non-interaction effect. (1) Drug 1: CCCCCOC(=O)NC1=NC(=O)N(C=C1F)C2C(C(C(O2)C)O)O. Drug 2: C1=CN(C=N1)CC(O)(P(=O)(O)O)P(=O)(O)O. Cell line: UO-31. Synergy scores: CSS=0.565, Synergy_ZIP=1.39, Synergy_Bliss=1.90, Synergy_Loewe=-1.42, Synergy_HSA=-1.72. (2) Drug 1: CN(CC1=CN=C2C(=N1)C(=NC(=N2)N)N)C3=CC=C(C=C3)C(=O)NC(CCC(=O)O)C(=O)O. Drug 2: CC1=C(C(CCC1)(C)C)C=CC(=CC=CC(=CC(=O)O)C)C. Cell line: MDA-MB-231. Synergy scores: CSS=-6.46, Synergy_ZIP=6.35, Synergy_Bliss=1.41, Synergy_Loewe=-9.75, Synergy_HSA=-9.36. (3) Drug 1: C1=NC2=C(N1)C(=S)N=C(N2)N. Drug 2: C1=NC(=NC(=O)N1C2C(C(C(O2)CO)O)O)N. Cell line: UACC-257. Synergy scores: CSS=21.7, Synergy_ZIP=-4.39, Synergy_Bliss=0.774, Synergy_Loewe=-5.64, Synergy_HSA=-2.79. (4) Synergy scores: CSS=17.1, Synergy_ZIP=-2.14, Synergy_Bliss=1.02, Synergy_Loewe=1.02, Synergy_HSA=0.655. Drug 2: CC1CCCC2(C(O2)CC(NC(=O)CC(C(C(=O)C(C1O)C)(C)C)O)C(=CC3=CSC(=N3)C)C)C. Cell line: OVCAR-4. Drug 1: COC1=C(C=C2C(=C1)N=CN=C2NC3=CC(=C(C=C3)F)Cl)OCCCN4CCOCC4. (5) Cell line: COLO 205. Synergy scores: CSS=22.4, Synergy_ZIP=-1.48, Synergy_Bliss=-5.48, Synergy_Loewe=-0.702, Synergy_HSA=-3.01. Drug 1: C#CCC(CC1=CN=C2C(=N1)C(=NC(=N2)N)N)C3=CC=C(C=C3)C(=O)NC(CCC(=O)O)C(=O)O. Drug 2: CC1=C(C(=O)C2=C(C1=O)N3CC4C(C3(C2COC(=O)N)OC)N4)N. (6) Drug 1: C1CC(=O)NC(=O)C1N2CC3=C(C2=O)C=CC=C3N. Drug 2: C1=NC2=C(N1)C(=S)N=C(N2)N. Cell line: SN12C. Synergy scores: CSS=15.7, Synergy_ZIP=-7.72, Synergy_Bliss=0.119, Synergy_Loewe=-9.95, Synergy_HSA=1.76. (7) Drug 1: C1=CC(=C2C(=C1NCCNCCO)C(=O)C3=C(C=CC(=C3C2=O)O)O)NCCNCCO. Drug 2: C1CNP(=O)(OC1)N(CCCl)CCCl. Cell line: OVCAR-8. Synergy scores: CSS=50.3, Synergy_ZIP=11.6, Synergy_Bliss=9.88, Synergy_Loewe=-28.9, Synergy_HSA=9.56. (8) Drug 1: CCC(=C(C1=CC=CC=C1)C2=CC=C(C=C2)OCCN(C)C)C3=CC=CC=C3.C(C(=O)O)C(CC(=O)O)(C(=O)O)O. Drug 2: C1CN(P(=O)(OC1)NCCCl)CCCl. Cell line: OVCAR3. Synergy scores: CSS=2.67, Synergy_ZIP=1.99, Synergy_Bliss=3.42, Synergy_Loewe=-4.25, Synergy_HSA=-1.40.